Task: Predict which catalyst facilitates the given reaction.. Dataset: Catalyst prediction with 721,799 reactions and 888 catalyst types from USPTO (1) Reactant: [CH3:1][O:2][CH:3]1[CH2:10][CH:9]2[CH:5]([CH2:6][CH:7]([OH:11])[CH2:8]2)[CH2:4]1.C(N(CC)CC)C.[CH3:19][S:20](Cl)(=[O:22])=[O:21].O. The catalyst class is: 4. Product: [CH3:1][O:2][CH:3]1[CH2:10][CH:9]2[CH:5]([CH2:6][CH:7]([O:11][S:20]([CH3:19])(=[O:22])=[O:21])[CH2:8]2)[CH2:4]1. (2) Reactant: [Cl-].C[N+](C)(C)CCOC(=O)C=C.[C:13]([O:17][C:18](=[O:21])[CH:19]=[CH2:20])([CH3:16])([CH3:15])[CH3:14].[C:22]([NH2:26])(=[O:25])[CH:23]=[CH2:24]. Product: [C:13]([O:17][C:18](=[O:21])[CH:19]=[CH2:20])([CH3:16])([CH3:15])[CH3:14].[C:22]([NH2:26])(=[O:25])[CH:23]=[CH2:24]. The catalyst class is: 32.